This data is from Full USPTO retrosynthesis dataset with 1.9M reactions from patents (1976-2016). The task is: Predict the reactants needed to synthesize the given product. (1) The reactants are: [CH:1]1([CH2:4][N:5]2[CH2:14][CH2:13][C:12]3[C:7](=[CH:8][CH:9]=[CH:10][C:11]=3[N:15]([CH2:22][C:23]([N:25]3[CH2:30][CH2:29][N:28]([CH3:31])[CH2:27][CH:26]3[C:32]3[CH:37]=[CH:36][CH:35]=[CH:34][CH:33]=3)=[O:24])C(=O)C(F)(F)F)[CH2:6]2)[CH2:3][CH2:2]1.C([O-])([O-])=O.[K+].[K+].C([O-])(O)=O.[Na+]. Given the product [CH:1]1([CH2:4][N:5]2[CH2:14][CH2:13][C:12]3[C:7](=[CH:8][CH:9]=[CH:10][C:11]=3[NH:15][CH2:22][C:23]([N:25]3[CH2:30][CH2:29][N:28]([CH3:31])[CH2:27][CH:26]3[C:32]3[CH:37]=[CH:36][CH:35]=[CH:34][CH:33]=3)=[O:24])[CH2:6]2)[CH2:3][CH2:2]1, predict the reactants needed to synthesize it. (2) Given the product [CH3:53][N:52]([CH3:54])[CH2:50][CH2:49][O:47][C:46]1[CH:45]=[CH:44][C:12]([CH2:13][N:15]([CH:41]([CH3:42])[CH3:43])[C:16]2[CH:21]=[C:20]([O:22][CH3:23])[CH:19]=[CH:18][C:17]=2[CH:24]2[CH2:33][CH2:32][C:31]3[CH:30]=[C:29]([OH:34])[CH:28]=[CH:27][C:26]=3[CH2:25]2)=[CH:11][C:10]=1[F:9], predict the reactants needed to synthesize it. The reactants are: C(=O)([O-])[O-].[Cs+].[Cs+].[I-].[K+].[F:9][C:10]1[CH:11]=[C:12]([CH:44]=[CH:45][C:46]=1[OH:47])[C:13]([N:15]([CH:41]([CH3:43])[CH3:42])[C:16]1[CH:21]=[C:20]([O:22][CH3:23])[CH:19]=[CH:18][C:17]=1[CH:24]1[CH2:33][CH2:32][C:31]2[CH:30]=[C:29]([O:34]C(=O)C(C)(C)C)[CH:28]=[CH:27][C:26]=2[CH2:25]1)=O.Cl[CH2:49][C:50]([N:52]([CH3:54])[CH3:53])=O.[Cl-].[Al+3].[H-].[Al+3].[Li+].N. (3) Given the product [F:1][C:2]1[N:7]=[C:6]([NH:8][S:33]([CH2:32][C:26]2[CH:31]=[CH:30][CH:29]=[CH:28][CH:27]=2)(=[O:35])=[O:34])[CH:5]=[CH:4][C:3]=1[CH2:9][C:10]1[C:18]2[C:13](=[N:14][CH:15]=[C:16]([CH3:19])[CH:17]=2)[NH:12][CH:11]=1, predict the reactants needed to synthesize it. The reactants are: [F:1][C:2]1[N:7]=[C:6]([NH2:8])[CH:5]=[CH:4][C:3]=1[CH2:9][C:10]1[C:18]2[C:13](=[N:14][CH:15]=[C:16]([CH3:19])[CH:17]=2)[NH:12][CH:11]=1.N1C=CC=CC=1.[C:26]1([CH2:32][S:33](Cl)(=[O:35])=[O:34])[CH:31]=[CH:30][CH:29]=[CH:28][CH:27]=1.C(=O)(O)[O-].[Na+]. (4) Given the product [CH2:1]([N:3]([S:4]([C:7]1[S:8][CH:9]=[CH:10][CH:11]=1)(=[O:5])=[O:6])[C:12]1[CH:13]=[CH:14][CH:15]=[C:16]2[C:20]=1[NH:19][C:18]([C:21]1[S:22][C:23]([CH2:26][O:27][C:29]3[CH:38]=[CH:37][C:32]([C:33]([O:35][CH3:36])=[O:34])=[CH:31][CH:30]=3)=[CH:24][N:25]=1)=[CH:17]2)[CH3:2], predict the reactants needed to synthesize it. The reactants are: [CH2:1]([N:3]([C:12]1[CH:13]=[CH:14][CH:15]=[C:16]2[C:20]=1[NH:19][C:18]([C:21]1[S:22][C:23]([CH2:26][OH:27])=[CH:24][N:25]=1)=[CH:17]2)[S:4]([C:7]1[S:8][CH:9]=[CH:10][CH:11]=1)(=[O:6])=[O:5])[CH3:2].O[C:29]1[CH:38]=[CH:37][C:32]([C:33]([O:35][CH3:36])=[O:34])=[CH:31][CH:30]=1.C(P(C(C)(C)C)C(C)(C)C)(C)(C)C.N(C(N1CCCCC1)=O)=NC(N1CCCCC1)=O. (5) Given the product [OH:29][C@@H:24]1[CH2:25][CH2:26][CH2:27][CH2:28][C@H:23]1[N:13]1[C:12](=[O:30])[C:11]2[C:16](=[C:17]3[CH:22]=[CH:21][CH:20]=[CH:19][C:18]3=[C:9]([CH2:8][C:5]3[CH:6]=[N:7][C:2]([O:42][CH3:41])=[CH:3][CH:4]=3)[CH:10]=2)[N:15]=[CH:14]1, predict the reactants needed to synthesize it. The reactants are: Cl[C:2]1[N:7]=[CH:6][C:5]([CH2:8][C:9]2[CH:10]=[C:11]3[C:16](=[C:17]4[CH:22]=[CH:21][CH:20]=[CH:19][C:18]=24)[N:15]=[CH:14][N:13]([C@@H:23]2[CH2:28][CH2:27][CH2:26][CH2:25][C@H:24]2[OH:29])[C:12]3=[O:30])=[CH:4][CH:3]=1.CN(C)[C@@H]1CCCC[C@H]1N.[CH3:41][OH:42].